This data is from Catalyst prediction with 721,799 reactions and 888 catalyst types from USPTO. The task is: Predict which catalyst facilitates the given reaction. (1) Reactant: [C:1]([C:3]1[CH:8]=[CH:7][C:6]([NH:9][S:10](=[O:13])(=[O:12])[OH:11])=[C:5]([O:14][CH3:15])[CH:4]=1)#[N:2].C(=O)([O-])[O-].[Na+:20].[Na+]. Product: [Na+:20].[C:1]([C:3]1[CH:8]=[CH:7][C:6]([NH:9][S:10](=[O:11])(=[O:12])[O-:13])=[C:5]([O:14][CH3:15])[CH:4]=1)#[N:2]. The catalyst class is: 6. (2) Reactant: Br[CH2:2][CH2:3][C:4]([NH:6][C:7]1[S:8][C:9]([C:13]2[CH:18]=[CH:17][N:16]=[C:15]([NH:19][C:20]3[CH:25]=[CH:24][C:23]([Cl:26])=[CH:22][CH:21]=3)[N:14]=2)=[C:10]([CH3:12])[N:11]=1)=[O:5].[N:27]1([CH2:33][CH2:34][NH2:35])[CH2:32][CH2:31][O:30][CH2:29][CH2:28]1.NCCC(NC1SC(C2C=CN=C(NC3C=CC(Cl)=CC=3)N=2)=C(C)N=1)=O.ClCCN1CCOCC1. Product: [Cl:26][C:23]1[CH:24]=[CH:25][C:20]([NH:19][C:15]2[N:14]=[C:13]([C:9]3[S:8][C:7]([NH:6][C:4](=[O:5])[CH2:3][CH2:2][NH:35][CH2:34][CH2:33][N:27]4[CH2:32][CH2:31][O:30][CH2:29][CH2:28]4)=[N:11][C:10]=3[CH3:12])[CH:18]=[CH:17][N:16]=2)=[CH:21][CH:22]=1. The catalyst class is: 23. (3) Reactant: COC1C=C(OC)C=CC=1C[N:6]([C:29]1[CH:34]=[CH:33][N:32]=[CH:31][N:30]=1)[S:7]([C:10]1[CH:15]=[CH:14][C:13]([O:16][C@@H:17]2[CH2:21][CH2:20][CH2:19][C@H:18]2[C:22]2[N:26]([CH3:27])[N:25]=[CH:24][CH:23]=2)=[CH:12][C:11]=1[F:28])(=[O:9])=[O:8].C([SiH](CC)CC)C.FC(F)(F)C(O)=O. Product: [F:28][C:11]1[CH:12]=[C:13]([O:16][C@@H:17]2[CH2:21][CH2:20][CH2:19][C@H:18]2[C:22]2[N:26]([CH3:27])[N:25]=[CH:24][CH:23]=2)[CH:14]=[CH:15][C:10]=1[S:7]([NH:6][C:29]1[CH:34]=[CH:33][N:32]=[CH:31][N:30]=1)(=[O:8])=[O:9]. The catalyst class is: 4. (4) Reactant: [CH2:1]([N:8]1[CH:16]=[C:15]2[C:10]([CH:11]=[CH:12][C:13]3[C:19](=[O:20])[CH2:18][CH2:17][C:14]=32)=[N:9]1)[C:2]1[CH:7]=[CH:6][CH:5]=[CH:4][CH:3]=1.C[Si]([N-][Si](C)(C)C)(C)C.[Li+].C([C:33]([O:35][CH2:36][CH3:37])=[O:34])#N. Product: [CH2:1]([N:8]1[CH:16]=[C:15]2[C:10]([CH:11]=[CH:12][C:13]3[C:19](=[O:20])[CH:18]([C:33]([O:35][CH2:36][CH3:37])=[O:34])[CH2:17][C:14]=32)=[N:9]1)[C:2]1[CH:3]=[CH:4][CH:5]=[CH:6][CH:7]=1. The catalyst class is: 1. (5) Reactant: [C:1]([C:3]1[CH:8]=[CH:7][C:6]([C:9]2[C:10]([C:15]#[N:16])=[CH:11][NH:12][C:13]=2[CH3:14])=[CH:5][CH:4]=1)#[N:2].[I:17]N1C(=O)CCC1=O.[Cl-].[Na+]. Product: [C:1]([C:3]1[CH:4]=[CH:5][C:6]([C:9]2[C:10]([C:15]#[N:16])=[C:11]([I:17])[NH:12][C:13]=2[CH3:14])=[CH:7][CH:8]=1)#[N:2]. The catalyst class is: 3.